From a dataset of Forward reaction prediction with 1.9M reactions from USPTO patents (1976-2016). Predict the product of the given reaction. (1) Given the reactants [Br:1][C:2]1[CH:3]=[CH:4][C:5]([C:8]([OH:10])=O)=[N:6][CH:7]=1.[CH:11]1([C:14]2[C:15]([N:23]3[CH2:28][CH2:27][NH:26][CH2:25][CH2:24]3)=[N:16][CH:17]=[C:18]([CH:20]3[CH2:22][CH2:21]3)[CH:19]=2)[CH2:13][CH2:12]1, predict the reaction product. The product is: [Br:1][C:2]1[CH:3]=[CH:4][C:5]([C:8]([N:26]2[CH2:27][CH2:28][N:23]([C:15]3[C:14]([CH:11]4[CH2:12][CH2:13]4)=[CH:19][C:18]([CH:20]4[CH2:22][CH2:21]4)=[CH:17][N:16]=3)[CH2:24][CH2:25]2)=[O:10])=[N:6][CH:7]=1. (2) Given the reactants [F:1][C:2]([F:18])([F:17])[C:3]1[CH:4]=[C:5]([NH:9][C:10]2[N:15]=[CH:14][C:13](Br)=[CH:12][N:11]=2)[CH:6]=[CH:7][CH:8]=1.[CH2:19]([O:26][C:27]1[CH:28]=[C:29]([CH:31]=[CH:32][CH:33]=1)[NH2:30])[C:20]1[CH:25]=[CH:24][CH:23]=[CH:22][CH:21]=1.C1(P(C2C=CC=CC=2)C2C3OC4C(=CC=CC=4P(C4C=CC=CC=4)C4C=CC=CC=4)C(C)(C)C=3C=CC=2)C=CC=CC=1.C(=O)([O-])[O-].[Cs+].[Cs+], predict the reaction product. The product is: [F:1][C:2]([F:18])([F:17])[C:3]1[CH:4]=[C:5]([NH:9][C:10]2[N:15]=[CH:14][C:13]([NH:30][C:29]3[CH:31]=[CH:32][CH:33]=[C:27]([O:26][CH2:19][C:20]4[CH:25]=[CH:24][CH:23]=[CH:22][CH:21]=4)[CH:28]=3)=[CH:12][N:11]=2)[CH:6]=[CH:7][CH:8]=1. (3) Given the reactants [C:1]([O:5][C:6]([C:8]1[NH:9][C:10]2[C:15]([CH:16]=1)=[CH:14][CH:13]=[CH:12][CH:11]=2)=[O:7])([CH3:4])([CH3:3])[CH3:2].BrC[CH:19]([CH2:36]C([O-])=O)[CH2:20][O:21][C:22]1[CH:27]=[CH:26][C:25]([CH2:28][CH2:29][CH2:30][CH2:31][CH2:32][CH2:33][CH2:34][CH3:35])=[CH:24][CH:23]=1, predict the reaction product. The product is: [C:1]([O:5][C:6]([C:8]1[N:9]([CH2:36][CH:19]([O:7][C:6](=[O:5])[CH3:8])[CH2:20][O:21][C:22]2[CH:23]=[CH:24][C:25]([CH2:28][CH2:29][CH2:30][CH2:31][CH2:32][CH2:33][CH2:34][CH3:35])=[CH:26][CH:27]=2)[C:10]2[C:15]([CH:16]=1)=[CH:14][CH:13]=[CH:12][CH:11]=2)=[O:7])([CH3:4])([CH3:2])[CH3:3]. (4) Given the reactants [Br:1][C:2]1[CH:11]=[C:10]([O:12][CH:13]([CH3:15])[CH3:14])[C:9]([Cl:16])=[C:8]2[C:3]=1[CH2:4][CH2:5][NH:6][C:7]2=[O:17].C[Si]([N-][Si](C)(C)C)(C)C.[K+].[CH2:28]([O:35][C:36]1[C:41]([CH2:42]Cl)=[C:40]([CH3:44])[CH:39]=[C:38]([CH3:45])[N:37]=1)[C:29]1[CH:34]=[CH:33][CH:32]=[CH:31][CH:30]=1, predict the reaction product. The product is: [CH2:28]([O:35][C:36]1[C:41]([CH2:42][N:6]2[CH2:5][CH2:4][C:3]3[C:8](=[C:9]([Cl:16])[C:10]([O:12][CH:13]([CH3:15])[CH3:14])=[CH:11][C:2]=3[Br:1])[C:7]2=[O:17])=[C:40]([CH3:44])[CH:39]=[C:38]([CH3:45])[N:37]=1)[C:29]1[CH:34]=[CH:33][CH:32]=[CH:31][CH:30]=1. (5) Given the reactants Br[C:2]1[C:3]([O:8][CH3:9])=[N:4][CH:5]=[N:6][CH:7]=1.[B:10]1([B:10]2[O:14][C:13]([CH3:16])([CH3:15])[C:12]([CH3:18])([CH3:17])[O:11]2)[O:14][C:13]([CH3:16])([CH3:15])[C:12]([CH3:18])([CH3:17])[O:11]1.C(Cl)Cl.C([O-])(=O)C.[K+], predict the reaction product. The product is: [CH3:9][O:8][C:3]1[C:2]([B:10]2[O:14][C:13]([CH3:16])([CH3:15])[C:12]([CH3:18])([CH3:17])[O:11]2)=[CH:7][N:6]=[CH:5][N:4]=1. (6) Given the reactants [CH3:1][C:2]1[CH:10]=[CH:9][CH:8]=[C:7]2[C:3]=1[C:4](=[N:12][N:13]=[CH:14][C:15]1[NH:19][C:18]([CH3:20])=[C:17]([C:21]([NH:23][CH2:24][CH2:25][CH2:26][CH2:27][CH2:28][C:29]([OH:31])=O)=[O:22])[C:16]=1[CH3:32])[C:5](=[O:11])[NH:6]2.Cl.C(N=C=NCCCN(C)C)C.O[C:46]1[C:54]2[N:53]=N[NH:51][C:50]=2[CH:49]=[CH:48][CH:47]=1.C(N(CC)CC)C.C1(N)C=CC=CC=1N, predict the reaction product. The product is: [CH3:1][C:2]1[CH:10]=[CH:9][CH:8]=[C:7]2[C:3]=1[C:4](=[N:12][N:13]=[CH:14][C:15]1[NH:19][C:18]([CH3:20])=[C:17]([C:21]([NH:23][CH2:24][CH2:25][CH2:26][CH2:27][CH2:28][C:29]([NH:51][C:50]3[CH:49]=[CH:48][CH:47]=[CH:46][C:54]=3[NH2:53])=[O:31])=[O:22])[C:16]=1[CH3:32])[C:5](=[O:11])[NH:6]2. (7) Given the reactants [Cl:1][C:2]1[CH:10]=[C:9]2[C:5]([C:6]([C:11](=[O:16])[C:12]([F:15])([F:14])[F:13])=[CH:7][NH:8]2)=[CH:4][CH:3]=1.[H-].[Na+].Cl[CH2:20][C:21]([NH:23][CH3:24])=[O:22], predict the reaction product. The product is: [Cl:1][C:2]1[CH:10]=[C:9]2[C:5]([C:6]([C:11](=[O:16])[C:12]([F:13])([F:14])[F:15])=[CH:7][N:8]2[CH2:20][C:21]([NH:23][CH3:24])=[O:22])=[CH:4][CH:3]=1.